This data is from Full USPTO retrosynthesis dataset with 1.9M reactions from patents (1976-2016). The task is: Predict the reactants needed to synthesize the given product. (1) Given the product [CH3:11][O:10][C:7]1[CH:8]=[CH:9][C:4]([C:2](=[O:3])/[CH:1]=[CH:27]/[C:26]2[C:25]([NH:24][C:16]3[CH:17]=[C:18]([O:22][CH3:23])[C:19]([O:20][CH3:21])=[C:14]([O:13][CH3:12])[CH:15]=3)=[N:32][CH:31]=[CH:30][CH:29]=2)=[CH:5][CH:6]=1, predict the reactants needed to synthesize it. The reactants are: [CH3:1][C:2]([C:4]1[CH:9]=[CH:8][C:7]([O:10][CH3:11])=[CH:6][CH:5]=1)=[O:3].[CH3:12][O:13][C:14]1[CH:15]=[C:16]([NH:24][C:25]2[N:32]=[CH:31][CH:30]=[CH:29][C:26]=2[CH:27]=O)[CH:17]=[C:18]([O:22][CH3:23])[C:19]=1[O:20][CH3:21].Cl. (2) Given the product [CH:36]1([CH2:39][N:40]2[CH:45]=[C:44]([O:46][CH2:71][CH2:70][CH2:69][C:61]3[N:60]([CH3:59])[C:64]4[CH:65]=[CH:66][CH:67]=[CH:68][C:63]=4[N:62]=3)[C:43](=[O:47])[C:42]([C:48]3[N:52]([C:53]4[CH:58]=[CH:57][CH:56]=[CH:55][CH:54]=4)[N:51]=[CH:50][CH:49]=3)=[N:41]2)[CH2:37][CH2:38]1, predict the reactants needed to synthesize it. The reactants are: N(C(OC(C)(C)C)=O)=NC(OC(C)(C)C)=O.C1(P(C2C=CC=CC=2)C2C=CC=CC=2)C=CC=CC=1.[CH:36]1([CH2:39][N:40]2[CH:45]=[C:44]([OH:46])[C:43](=[O:47])[C:42]([C:48]3[N:52]([C:53]4[CH:58]=[CH:57][CH:56]=[CH:55][CH:54]=4)[N:51]=[CH:50][CH:49]=3)=[N:41]2)[CH2:38][CH2:37]1.[CH3:59][N:60]1[C:64]2[CH:65]=[CH:66][CH:67]=[CH:68][C:63]=2[N:62]=[C:61]1[CH2:69][CH2:70][CH2:71]O. (3) Given the product [ClH:31].[ClH:31].[CH3:27][NH:28][CH2:1][C:3]1[N:4]=[C:5]([C:19]2[CH:24]=[CH:23][CH:22]=[CH:21][CH:20]=2)[N:6]([CH:8]([C:13]2[CH:18]=[CH:17][CH:16]=[CH:15][CH:14]=2)[CH2:9][OH:11])[CH:7]=1, predict the reactants needed to synthesize it. The reactants are: [CH:1]([C:3]1[N:4]=[C:5]([C:19]2[CH:24]=[CH:23][CH:22]=[CH:21][CH:20]=2)[N:6]([CH:8]([C:13]2[CH:18]=[CH:17][CH:16]=[CH:15][CH:14]=2)[C:9]([O:11]C)=O)[CH:7]=1)=O.CO.[CH3:27][NH2:28].[BH4-].[Na+].[ClH:31].C(=O)([O-])O.[Na+]. (4) Given the product [CH:21]([NH:24][C:2]1[N:3]=[C:4]([NH:17][CH2:18][CH2:19][CH3:20])[C:5]2[N:11]=[C:10]([NH:32][CH:31]([CH3:33])[CH3:30])[N:9]=[C:8]([NH:13][CH2:14][CH2:15][CH3:16])[C:6]=2[N:7]=1)([CH3:23])[CH3:22], predict the reactants needed to synthesize it. The reactants are: Cl[C:2]1[N:3]=[C:4]([NH:17][CH2:18][CH2:19][CH3:20])[C:5]2[N:11]=[C:10](Cl)[N:9]=[C:8]([NH:13][CH2:14][CH2:15][CH3:16])[C:6]=2[N:7]=1.[CH:21]([NH2:24])([CH3:23])[CH3:22].CNC1N=C(NCCC)[C:30]2N=C(NC)N=[C:33](NCCC)[C:31]=2[N:32]=1. (5) Given the product [CH:1]([C:4]1[CH:9]=[CH:8][CH:7]=[CH:6][C:5]=1[O:10][CH3:13])([CH3:3])[CH3:2], predict the reactants needed to synthesize it. The reactants are: [CH:1]([C:4]1[CH:9]=[CH:8][CH:7]=[CH:6][C:5]=1[OH:10])([CH3:3])[CH3:2].[OH-].[K+].[CH3:13]I.